Dataset: Catalyst prediction with 721,799 reactions and 888 catalyst types from USPTO. Task: Predict which catalyst facilitates the given reaction. (1) Reactant: [C:1]([N:5]1[CH:9]=[C:8]([CH:10](OCC)[O:11]CC)[N:7]=[N:6]1)([CH3:4])([CH3:3])[CH3:2].O.FC(F)(F)C(O)=O.[O-][Mn](=O)(=O)=O.[K+]. Product: [C:1]([N:5]1[CH:9]=[C:8]([CH:10]=[O:11])[N:7]=[N:6]1)([CH3:4])([CH3:3])[CH3:2]. The catalyst class is: 317. (2) Reactant: [N+:1]([C:4]1[CH:5]=[C:6]([CH:10](O)[CH3:11])[CH:7]=[CH:8][CH:9]=1)([O-:3])=[O:2].C1(P(C2C=CC=CC=2)C2C=CC=CC=2)C=CC=CC=1.N1C=CN=C1.[I:37]I.[Cl-].[NH4+]. Product: [I:37][CH2:11][CH2:10][C:6]1[CH:7]=[CH:8][CH:9]=[C:4]([N+:1]([O-:3])=[O:2])[CH:5]=1. The catalyst class is: 1.